This data is from HIV replication inhibition screening data with 41,000+ compounds from the AIDS Antiviral Screen. The task is: Binary Classification. Given a drug SMILES string, predict its activity (active/inactive) in a high-throughput screening assay against a specified biological target. (1) The drug is COc1ccc2nc3cccc([N+](=O)[O-])c3c(NCCN(CCO)CCO)c2c1. The result is 0 (inactive). (2) The drug is O=C(O)C1CC2=C(CN1)Cc1ccccc12. The result is 0 (inactive).